This data is from Drug-target binding data from BindingDB using IC50 measurements. The task is: Regression. Given a target protein amino acid sequence and a drug SMILES string, predict the binding affinity score between them. We predict pIC50 (pIC50 = -log10(IC50 in M); higher means more potent). Dataset: bindingdb_ic50. (1) The compound is O=C(CCc1cccc([N+](=O)[O-])c1)N[C@H]1CCOC1=O. The target protein (P35327) has sequence MNIKNINANEKIIDKIKTCNNNKDINQCLSEIAKIIHCEYYLFAIIYPHSIIKPDVSIIDNYPEKWRKYYDDAGLLEYDPVVDYSKSHHSPINWNVFEKKTIKKESPNVIKEAQESGLITGFSFPIHTASNGFGMLSFAHSDKDIYTDSLFLHASTNVPLMLPSLVDNYQKINTTRKKSDSILTKREKECLAWASEGKSTWDISKILGCSERTVTFHLTNTQMKLNTTNRCQSISKAILTGAINCPYLKN. The pIC50 is 6.1. (2) The compound is CC(Cc1ccc(O)c(O)c1)C(C)Cc1ccc(O)c(O)c1. The target is SSSEEGLTCRGIPNSISI. The pIC50 is 5.0. (3) The drug is O=c1oc(OCCCCCc2ccccc2)c(Cl)c2ccc([N+](=O)[O-])cc12. The target protein sequence is MQLLTTLNNPRAAQAFIDYMAAHQIDIQMMPDASGQFSLWVLHDQHVDVAQAELQAFLQNPYDQKYQAASWDVADQKRPQFHYASPNLLSLIKAKAGAFTLFIMALCIAIFALQTFGAGDAIFNALHFPAQASQQWQIWRWVSHALLHFSVMHIAFNLLWWWQFGGDLEQRLGSLKLIKLFIISAIISGAGQYWVEGANFGGLSGVVYALAGYLWVLGQRAPQLGLSIPRPLMGFMLIWLVLGFVQPFMAIANTAHLAGLISGVVLAWMDTKRNQDMQ. The pIC50 is 4.1. (4) The compound is Nc1nc(Cl)c2ncn(C[C@H](NC(=O)Nc3ccccc3)C(=O)O)c2n1. The target protein (P47204) has sequence MFELVDNIAQTAVIKVIGVGGGGGNAVNHMAKNNVEGVEFICANTDAQALKNIAARTVLQLGPGVTKGLGAGANPEVGRQAALEDRERISEVLEGADMVFITTGMGGGTGTGAAPIIAEVAKEMGILTVAVVTRPFPFEGRKRMQIADEGIRALAESVDSLITIPNEKLLTILGKDASLLAAFAKADDVLAGAVRGISDIIKRPGMINVDFADVKTVMSEMGMAMMGTGCASGPNRAREATEAAIRNPLLEDVNLQGARGILVNITAGPDLSLGEYSDVGNIIEQFASEHATVKVGTVIDADMRDELHVTVVATGLGARLEKPVKVVDNTVQGSAAQAAAPAQREQQSVNYRDLDRPTVMRNQSHGSAATAAKLNPQDDLDYLDIPAFLRRQAD. The pIC50 is 3.4. (5) The small molecule is C[C@H](NC(=O)CCCc1ccc2cccnc2n1)c1ccc(-c2cccc(Cl)c2)cc1. The target protein (Q9BXA5) has sequence MLGIMAWNATCKNWLAAEAALEKYYLSIFYGIEFVVGVLGNTIVVYGYIFSLKNWNSSNIYLFNLSVSDLAFLCTLPMLIRSYANGNWIYGDVLCISNRYVLHANLYTSILFLTFISIDRYLIIKYPFREHLLQKKEFAILISLAIWVLVTLELLPILPLINPVITDNGTTCNDFASSGDPNYNLIYSMCLTLLGFLIPLFVMCFFYYKIALFLKQRNRQVATALPLEKPLNLVIMAVVIFSVLFTPYHVMRNVRIASRLGSWKQYQCTQVVINSFYIVTRPLAFLNSVINPVFYFLLGDHFRDMLMNQLRHNFKSLTSFSRWAHELLLSFREK. The pIC50 is 8.0. (6) The compound is Cc1cccc(NC(=O)OC(CN2CCCc3ccccc32)c2ccc(Cl)cc2)c1. The target protein sequence is PISPIETVPVKLKPGMDGPKVKQWPLTEEKIKALVEICAELEEEGKISRIGPENPYNTPVFAIKKKDSTKWRKLVDFRELNKRTQDFWEVQLGIPHPAGLKKKKSVTVLDVGDAYFSIPLDEDFRKYTAFTIPSTNNETPGTRYQYNVLPQGWKGSPAIFQSSMTKILEPFRKQNPDIVIYQYVDDLYVGSDLEIGQHRTKVEELRQHLWRWGFYTPDKKHQKEPPFLWMGYELHPDKWTVQPIVLPEKDSWTVNDIQK. The pIC50 is 4.2.